This data is from Peptide-MHC class II binding affinity with 134,281 pairs from IEDB. The task is: Regression. Given a peptide amino acid sequence and an MHC pseudo amino acid sequence, predict their binding affinity value. This is MHC class II binding data. The peptide sequence is SKAALTSKLDAAYKL. The MHC is HLA-DQA10301-DQB10302 with pseudo-sequence HLA-DQA10301-DQB10302. The binding affinity (normalized) is 0.127.